Dataset: Full USPTO retrosynthesis dataset with 1.9M reactions from patents (1976-2016). Task: Predict the reactants needed to synthesize the given product. (1) Given the product [O:1]=[C:2]([C:17]1[CH:18]=[N:19][CH:20]=[CH:21][CH:22]=1)[CH2:3][NH:4][C:5]([C:7]1[NH:16][C:10]2=[CH:11][N:12]=[C:13]([Cl:15])[CH:14]=[C:9]2[CH:8]=1)=[O:6], predict the reactants needed to synthesize it. The reactants are: [OH:1][CH:2]([C:17]1[CH:18]=[N:19][CH:20]=[CH:21][CH:22]=1)[CH2:3][NH:4][C:5]([C:7]1[NH:16][C:10]2=[CH:11][N:12]=[C:13]([Cl:15])[CH:14]=[C:9]2[CH:8]=1)=[O:6].CC(OI1(OC(C)=O)(OC(C)=O)OC(=O)C2C=CC=CC1=2)=O.S([O-])([O-])(=O)=S.[Na+].[Na+].[O-]S([O-])=O.[Na+].[Na+]. (2) Given the product [CH3:1][O:2][C:3]1[CH:4]=[C:5]2[C:6](=[CH:12][CH:13]=1)[CH2:7][NH:9][CH2:10]2, predict the reactants needed to synthesize it. The reactants are: [CH3:1][O:2][C:3]1[CH:4]=[C:5]2[C:10](=O)[NH:9][C:7](=O)[C:6]2=[CH:12][CH:13]=1.B.CO.Cl. (3) Given the product [NH2:24][N:9]1[C:5]([C:3]#[N:4])=[C:6]([C:15]2[CH:20]=[CH:19][CH:18]=[CH:17][C:16]=2[N+:21]([O-:23])=[O:22])[C:7]([C:10]([O:12][CH2:13][CH3:14])=[O:11])=[CH:8]1, predict the reactants needed to synthesize it. The reactants are: [H-].[Na+].[C:3]([C:5]1[NH:9][CH:8]=[C:7]([C:10]([O:12][CH2:13][CH3:14])=[O:11])[C:6]=1[C:15]1[CH:20]=[CH:19][CH:18]=[CH:17][C:16]=1[N+:21]([O-:23])=[O:22])#[N:4].[NH2:24]OP(=O)(C1C=CC=CC=1)C1C=CC=CC=1.[Na]. (4) The reactants are: [F:1][C:2]1[CH:3]=[C:4]([CH2:20][OH:21])[CH:5]=[C:6]([F:19])[C:7]=1[O:8][C:9]1[CH:14]=[CH:13][N:12]=[C:11]([C:15]([F:18])([F:17])[F:16])[CH:10]=1.Cl[C:23]1[CH:24]=[C:25]2[N:32]([CH3:33])[C:31]([CH3:35])([CH3:34])[CH2:30][N:26]2[C:27](=[O:29])[N:28]=1. Given the product [F:1][C:2]1[CH:3]=[C:4]([CH:5]=[C:6]([F:19])[C:7]=1[O:8][C:9]1[CH:14]=[CH:13][N:12]=[C:11]([C:15]([F:16])([F:17])[F:18])[CH:10]=1)[CH2:20][O:21][C:23]1[CH:24]=[C:25]2[N:32]([CH3:33])[C:31]([CH3:35])([CH3:34])[CH2:30][N:26]2[C:27](=[O:29])[N:28]=1, predict the reactants needed to synthesize it. (5) Given the product [C:1]1([C:7]2[C:11]([C:12]([F:13])([F:14])[F:15])=[C:10]([C:16]([O:18][CH3:20])=[O:17])[O:9][N:8]=2)[CH:2]=[CH:3][CH:4]=[CH:5][CH:6]=1, predict the reactants needed to synthesize it. The reactants are: [C:1]1([C:7]2[C:11]([C:12]([F:15])([F:14])[F:13])=[C:10]([C:16]([OH:18])=[O:17])[O:9][N:8]=2)[CH:6]=[CH:5][CH:4]=[CH:3][CH:2]=1.Cl[CH2:20]Cl. (6) Given the product [C:1]([O:5][C:6](=[O:23])[NH:7][C:8]1([C:13](=[O:22])[NH:14][C:15]2[CH:20]=[CH:19][C:18]([C:27]3[CH:28]=[CH:29][CH:30]=[CH:31][C:26]=3[S:25][CH3:24])=[CH:17][CH:16]=2)[CH2:12][CH2:11][CH2:10][CH2:9]1)([CH3:4])([CH3:3])[CH3:2], predict the reactants needed to synthesize it. The reactants are: [C:1]([O:5][C:6](=[O:23])[NH:7][C:8]1([C:13](=[O:22])[NH:14][C:15]2[CH:20]=[CH:19][C:18](Br)=[CH:17][CH:16]=2)[CH2:12][CH2:11][CH2:10][CH2:9]1)([CH3:4])([CH3:3])[CH3:2].[CH3:24][S:25][C:26]1[CH:31]=[CH:30][CH:29]=[CH:28][C:27]=1B(O)O.C(=O)([O-])[O-].[Na+].[Na+].O. (7) Given the product [NH2:23][C:20]1[CH:21]=[CH:22][C:14]2[N:13]([CH2:12][CH2:11][N:2]([CH3:1])[CH2:3][C:4]([O:6][C:7]([CH3:8])([CH3:9])[CH3:10])=[O:5])[CH2:18][CH2:17][S:16][C:15]=2[CH:19]=1, predict the reactants needed to synthesize it. The reactants are: [CH3:1][N:2]([CH2:11][CH2:12][N:13]1[CH2:18][CH2:17][S:16][C:15]2[CH:19]=[C:20]([N+:23]([O-])=O)[CH:21]=[CH:22][C:14]1=2)[CH2:3][C:4]([O:6][C:7]([CH3:10])([CH3:9])[CH3:8])=[O:5]. (8) Given the product [C:33]([O:8][CH:7]([C@@H:6]([NH:9][C:10]([O:11][CH2:12][CH:13]1[C:14]2[CH:15]=[CH:16][CH:17]=[CH:18][C:19]=2[C:20]2[C:25]1=[CH:24][CH:23]=[CH:22][CH:21]=2)=[O:26])[CH2:5][CH:1]1[CH2:4][CH2:3][CH2:2]1)[C:31]([NH:30][CH:27]1[CH2:29][CH2:28]1)=[O:38])(=[O:34])[CH3:32], predict the reactants needed to synthesize it. The reactants are: [CH:1]1([CH2:5][C@H:6]([NH:9][C:10](=[O:26])[O:11][CH2:12][CH:13]2[C:25]3[CH:24]=[CH:23][CH:22]=[CH:21][C:20]=3[C:19]3[C:14]2=[CH:15][CH:16]=[CH:17][CH:18]=3)[CH:7]=[O:8])[CH2:4][CH2:3][CH2:2]1.[CH:27]1([N+:30]#[C-:31])[CH2:29][CH2:28]1.[CH3:32][C:33](O)=[O:34].CC[O:38]C(C)=O. (9) The reactants are: Br.Cl[CH2:3][CH2:4][CH2:5][O:6][C:7]1[CH:12]=[CH:11][C:10]([C:13]2[N:14]=[C:15]3[CH:20]=[C:19]([CH3:21])[CH:18]=[CH:17][N:16]3[CH:22]=2)=[CH:9][C:8]=1[O:23][CH3:24].[NH:25]1[CH2:30][CH2:29][CH2:28][CH2:27][CH2:26]1. Given the product [N:25]1([CH2:3][CH2:4][CH2:5][O:6][C:7]2[CH:12]=[CH:11][C:10]([C:13]3[N:14]=[C:15]4[CH:20]=[C:19]([CH3:21])[CH:18]=[CH:17][N:16]4[CH:22]=3)=[CH:9][C:8]=2[O:23][CH3:24])[CH2:30][CH2:29][CH2:28][CH2:27][CH2:26]1, predict the reactants needed to synthesize it.